Dataset: Forward reaction prediction with 1.9M reactions from USPTO patents (1976-2016). Task: Predict the product of the given reaction. (1) The product is: [CH3:19][O:18][C:8]1[CH:9]=[C:10]([CH:16]=[CH:17][C:7]=1[NH:6][C:4](=[O:5])[CH2:3]/[N:2]=[CH:30]/[CH:29]=[C:28]([CH3:32])[CH3:27])[C:11]([O:13][CH2:14][CH3:15])=[O:12]. Given the reactants Cl.[NH2:2][CH2:3][C:4]([NH:6][C:7]1[CH:17]=[CH:16][C:10]([C:11]([O:13][CH2:14][CH3:15])=[O:12])=[CH:9][C:8]=1[O:18][CH3:19])=[O:5].C(N(CC)CC)C.[CH3:27][C:28]([CH3:32])=[CH:29][CH:30]=O, predict the reaction product. (2) The product is: [Cl:1][C:2]1[CH:3]=[CH:4][C:5]([C:8]([C:9]2[O:10][C:13]([C:15]3[C:16]([CH3:26])=[N:17][C:18]4[C:23]([C:24]=3[CH3:25])=[CH:22][CH:21]=[CH:20][CH:19]=4)=[N:12][N:11]=2)([CH3:27])[CH3:28])=[CH:6][CH:7]=1. Given the reactants [Cl:1][C:2]1[CH:7]=[CH:6][C:5]([C:8]([CH3:28])([CH3:27])[C:9]([NH:11][NH:12][C:13]([C:15]2[C:16]([CH3:26])=[N:17][C:18]3[C:23]([C:24]=2[CH3:25])=[CH:22][CH:21]=[CH:20][CH:19]=3)=O)=[O:10])=[CH:4][CH:3]=1.COC(CC[N+](S(=O)(=O)N)(CC)CC)=O, predict the reaction product. (3) The product is: [C:28]([O:27][C:25]([N:22]1[CH2:23][CH2:24][CH:19]([NH:18][C:2]2[C:11]3[C:6](=[CH:7][CH:8]=[C:9]([Cl:12])[N:10]=3)[N:5]=[CH:4][C:3]=2[C:13]([O:15][CH2:16][CH3:17])=[O:14])[CH2:20][CH2:21]1)=[O:26])([CH3:31])([CH3:29])[CH3:30]. Given the reactants Cl[C:2]1[C:11]2[C:6](=[CH:7][CH:8]=[C:9]([Cl:12])[N:10]=2)[N:5]=[CH:4][C:3]=1[C:13]([O:15][CH2:16][CH3:17])=[O:14].[NH2:18][CH:19]1[CH2:24][CH2:23][N:22]([C:25]([O:27][C:28]([CH3:31])([CH3:30])[CH3:29])=[O:26])[CH2:21][CH2:20]1.C(=O)([O-])[O-].[K+].[K+], predict the reaction product. (4) Given the reactants Cl[C:2]1[N:3]=[C:4]([N:27]2[CH2:32][CH2:31][O:30][CH2:29][CH2:28]2)[C:5]2[S:10][C:9]([C:11]3[CH:16]=[CH:15][CH:14]=[C:13]([O:17][CH2:18][CH2:19][N:20]4[CH2:25][CH2:24][O:23][CH2:22][CH2:21]4)[CH:12]=3)=[C:8]([CH3:26])[C:6]=2[N:7]=1.[NH2:33][C:34]1[N:39]=[CH:38][C:37](B2OC(C)(C)C(C)(C)O2)=[CH:36][N:35]=1, predict the reaction product. The product is: [CH3:26][C:8]1[C:6]2[N:7]=[C:2]([C:37]3[CH:36]=[N:35][C:34]([NH2:33])=[N:39][CH:38]=3)[N:3]=[C:4]([N:27]3[CH2:32][CH2:31][O:30][CH2:29][CH2:28]3)[C:5]=2[S:10][C:9]=1[C:11]1[CH:16]=[CH:15][CH:14]=[C:13]([O:17][CH2:18][CH2:19][N:20]2[CH2:25][CH2:24][O:23][CH2:22][CH2:21]2)[CH:12]=1. (5) Given the reactants Cl.[CH2:2]([O:9][C:10]1[CH:19]=[CH:18][CH:17]=[C:16]2[C:11]=1[CH2:12][CH2:13][CH2:14][CH:15]2[C:20]([N:22]([C:29]1[CH:30]=[N:31][C:32]([CH:35]([CH3:37])[CH3:36])=[CH:33][CH:34]=1)[CH2:23][C:24]1[CH:25]=[N:26][NH:27][CH:28]=1)=[O:21])[C:3]1[CH:8]=[CH:7][CH:6]=[CH:5][CH:4]=1.Cl.Cl[CH2:40][CH2:41][N:42]1[CH2:47][CH2:46][O:45][CH2:44][CH2:43]1, predict the reaction product. The product is: [CH2:2]([O:9][C:10]1[CH:19]=[CH:18][CH:17]=[C:16]2[C:11]=1[CH2:12][CH2:13][CH2:14][CH:15]2[C:20]([N:22]([CH2:23][C:24]1[CH:25]=[N:26][N:27]([CH2:40][CH2:41][N:42]2[CH2:47][CH2:46][O:45][CH2:44][CH2:43]2)[CH:28]=1)[C:29]1[CH:30]=[N:31][C:32]([CH:35]([CH3:37])[CH3:36])=[CH:33][CH:34]=1)=[O:21])[C:3]1[CH:8]=[CH:7][CH:6]=[CH:5][CH:4]=1. (6) Given the reactants [Br:1][C:2]1[CH:3]=[C:4]([OH:9])[CH:5]=[CH:6][C:7]=1[CH3:8].[H-].[Na+].[CH3:12][O:13][CH2:14][CH2:15]Cl.O, predict the reaction product. The product is: [Br:1][C:2]1[CH:3]=[C:4]([O:9][CH2:12][O:13][CH2:14][CH3:15])[CH:5]=[CH:6][C:7]=1[CH3:8]. (7) Given the reactants CO[CH2:3][O:4][C:5]1[CH:6]=[CH:7][C:8]2[C@@H]3[C@@H](CC[C:20]=2[CH:21]=1)[C@H]1[C@@](C)([C@@H](OCOC)CC1)CC3.COCCl.[CH3:31][C@@:32]12[C@@H:40]([OH:41])[CH2:39][CH2:38][C@H:37]1[C@@H:36]1[CH2:42][CH2:43][C:44]3[CH:49]=[C:48]([OH:50])[CH:47]=[CH:46][C:45]=3[C@H:35]1[CH2:34][CH2:33]2.C(N(C(C)C)CC)(C)C, predict the reaction product. The product is: [CH3:3][O:4][CH2:5][CH2:21][CH2:20][CH2:8][CH2:7][CH2:6][C@@H:43]1[CH2:42][C@@H:36]2[C@H:35]([CH2:34][CH2:33][C@@:32]3([CH3:31])[C@H:37]2[CH2:38][CH2:39][CH:40]3[OH:41])[C:45]2[CH:46]=[CH:47][C:48]([OH:50])=[CH:49][C:44]1=2. (8) Given the reactants [C:1]([C:4]1[CH:11]=[CH:10][C:7]([CH:8]=[O:9])=[CH:6][CH:5]=1)([OH:3])=O.[C:12]([O:16][C:17]([N:19]1[CH2:24][CH2:23][NH:22][CH2:21][CH2:20]1)=[O:18])([CH3:15])([CH3:14])[CH3:13].CCN=C=NCCCN(C)C.Cl.C1C=CC2N(O)N=NC=2C=1, predict the reaction product. The product is: [C:12]([O:16][C:17]([N:19]1[CH2:24][CH2:23][N:22]([C:1](=[O:3])[C:4]2[CH:11]=[CH:10][C:7]([CH:8]=[O:9])=[CH:6][CH:5]=2)[CH2:21][CH2:20]1)=[O:18])([CH3:15])([CH3:13])[CH3:14].